This data is from Forward reaction prediction with 1.9M reactions from USPTO patents (1976-2016). The task is: Predict the product of the given reaction. (1) Given the reactants [N:1]1([CH:15]2[CH2:20][CH2:19][NH:18][CH2:17][CH2:16]2)[CH2:6][CH2:5][CH2:4][C@@H:3]([C:7]([N:9]2[CH2:14][CH2:13][O:12][CH2:11][CH2:10]2)=[O:8])[CH2:2]1.[F:21][C:22]([F:47])([F:46])[C:23]1[CH:24]=[C:25]2[C:30](=[CH:31][CH:32]=1)[N:29]=[C:28]([C:33]1[CH:38]=[CH:37][C:36]([C:39]([F:42])([F:41])[F:40])=[CH:35][CH:34]=1)[CH:27]=[C:26]2[C:43](O)=[O:44].O.ON1C2C=CC=CC=2N=N1.C(N(C(C)C)CC)(C)C, predict the reaction product. The product is: [N:9]1([C:7]([C@@H:3]2[CH2:4][CH2:5][CH2:6][N:1]([CH:15]3[CH2:20][CH2:19][N:18]([C:43]([C:26]4[C:25]5[C:30](=[CH:31][CH:32]=[C:23]([C:22]([F:21])([F:46])[F:47])[CH:24]=5)[N:29]=[C:28]([C:33]5[CH:38]=[CH:37][C:36]([C:39]([F:42])([F:40])[F:41])=[CH:35][CH:34]=5)[CH:27]=4)=[O:44])[CH2:17][CH2:16]3)[CH2:2]2)=[O:8])[CH2:10][CH2:11][O:12][CH2:13][CH2:14]1. (2) The product is: [F:7][C@H:35]1[CH2:34][CH2:33][N:32]([C:37]([O:39][C:40]([CH3:43])([CH3:42])[CH3:41])=[O:38])[C@@H:31]1[C:29](=[O:30])[NH:28][CH2:27][C:13]1[CH:14]=[C:15]([C:17]2[CH:22]=[N:21][C:20]([C:23]([F:24])([F:26])[F:25])=[CH:19][N:18]=2)[CH:16]=[C:11]([F:10])[CH:12]=1. Given the reactants CCN(S(F)(F)[F:7])CC.[F:10][C:11]1[CH:12]=[C:13]([CH2:27][NH:28][C:29]([C@@H:31]2[C@H:35](O)[CH2:34][CH2:33][N:32]2[C:37]([O:39][C:40]([CH3:43])([CH3:42])[CH3:41])=[O:38])=[O:30])[CH:14]=[C:15]([C:17]2[CH:22]=[N:21][C:20]([C:23]([F:26])([F:25])[F:24])=[CH:19][N:18]=2)[CH:16]=1, predict the reaction product. (3) Given the reactants [F:1][C:2]1[CH:3]=[CH:4][C:5]([CH2:8][O:9][C:10]2[CH:15]=[N:14][N:13]([CH2:16][C:17]([C:19]3[CH:24]=[CH:23][C:22]([CH2:25]O)=[CH:21][CH:20]=3)=[O:18])[C:12](=[O:27])[CH:11]=2)=[N:6][CH:7]=1.S(Cl)([Cl:30])=O, predict the reaction product. The product is: [Cl:30][CH2:25][C:22]1[CH:23]=[CH:24][C:19]([C:17](=[O:18])[CH2:16][N:13]2[C:12](=[O:27])[CH:11]=[C:10]([O:9][CH2:8][C:5]3[CH:4]=[CH:3][C:2]([F:1])=[CH:7][N:6]=3)[CH:15]=[N:14]2)=[CH:20][CH:21]=1. (4) Given the reactants I[C:2]1[CH:3]=[N:4][N:5]([C@H:8]2[CH2:13][CH2:12][C@H:11]([C:14]([O:16][CH2:17][CH3:18])=[O:15])[CH2:10][CH2:9]2)[C:6]=1[CH3:7].C1COCC1.C([Mg]Cl)(C)C.CO[B:31]1[O:35][C:34]([CH3:37])([CH3:36])[C:33]([CH3:39])([CH3:38])[O:32]1, predict the reaction product. The product is: [CH3:7][C:6]1[N:5]([C@H:8]2[CH2:13][CH2:12][C@H:11]([C:14]([O:16][CH2:17][CH3:18])=[O:15])[CH2:10][CH2:9]2)[N:4]=[CH:3][C:2]=1[B:31]1[O:35][C:34]([CH3:37])([CH3:36])[C:33]([CH3:39])([CH3:38])[O:32]1. (5) Given the reactants [N:1]1[CH:5]=[C:4]([CH2:6][C@H:7]([NH2:9])[CH3:8])[NH:3][CH:2]=1.[CH2:10]=O.[OH-].[Na+], predict the reaction product. The product is: [CH3:8][C@H:7]1[NH:9][CH2:10][C:5]2[N:1]=[CH:2][NH:3][C:4]=2[CH2:6]1. (6) Given the reactants Br[C:2]1[S:6][C:5]([N+:7]([O-:9])=[O:8])=[C:4]([C:10]([NH2:12])=[O:11])[CH:3]=1.CC1(C)C(C)(C)OB([C:21]2[CH:26]=[CH:25][C:24]([C:27]3([OH:31])[CH2:30][O:29][CH2:28]3)=[CH:23][CH:22]=2)O1.C([O-])([O-])=O.[Na+].[Na+].[NH4+].[Cl-], predict the reaction product. The product is: [OH:31][C:27]1([C:24]2[CH:25]=[CH:26][C:21]([C:2]3[S:6][C:5]([N+:7]([O-:9])=[O:8])=[C:4]([C:10]([NH2:12])=[O:11])[CH:3]=3)=[CH:22][CH:23]=2)[CH2:30][O:29][CH2:28]1. (7) Given the reactants [Cl:1][C:2]1[C:7]([CH:8]([OH:11])[CH2:9][CH3:10])=[CH:6][N:5]=[C:4]2[N:12]([CH2:15][O:16][CH2:17][CH2:18][Si:19]([CH3:22])([CH3:21])[CH3:20])[CH:13]=[CH:14][C:3]=12, predict the reaction product. The product is: [Cl:1][C:2]1[C:7]([C:8](=[O:11])[CH2:9][CH3:10])=[CH:6][N:5]=[C:4]2[N:12]([CH2:15][O:16][CH2:17][CH2:18][Si:19]([CH3:21])([CH3:20])[CH3:22])[CH:13]=[CH:14][C:3]=12.